Dataset: Full USPTO retrosynthesis dataset with 1.9M reactions from patents (1976-2016). Task: Predict the reactants needed to synthesize the given product. (1) Given the product [Cl:21][CH2:22][C:23]([N:16]([CH2:15][C:2]1([OH:1])[CH2:3][CH2:4][N:5]([C:8]([O:10][C:11]([CH3:14])([CH3:13])[CH3:12])=[O:9])[CH2:6][CH2:7]1)[C:17]1([CH3:20])[CH2:19][CH2:18]1)=[O:24], predict the reactants needed to synthesize it. The reactants are: [OH:1][C:2]1([CH2:15][NH:16][C:17]2([CH3:20])[CH2:19][CH2:18]2)[CH2:7][CH2:6][N:5]([C:8]([O:10][C:11]([CH3:14])([CH3:13])[CH3:12])=[O:9])[CH2:4][CH2:3]1.[Cl:21][CH2:22][C:23](Cl)=[O:24].CCN(C(C)C)C(C)C. (2) The reactants are: [H-].[Na+].[CH2:3]([O:13][CH2:14][C:15]([CH2:20][O:21][CH2:22][CH2:23][CH2:24][CH2:25][CH2:26][CH2:27][CH2:28][CH2:29][CH2:30][CH3:31])([CH2:18][OH:19])[CH2:16][OH:17])[CH2:4][CH2:5][CH2:6][CH2:7][CH2:8][CH2:9][CH2:10][CH2:11][CH3:12].Cl.Cl[CH2:34][CH2:35][CH2:36][N:37]([CH3:39])[CH3:38]. Given the product [CH2:22]([O:21][CH2:20][C:15]([CH2:14][O:13][CH2:3][CH2:4][CH2:5][CH2:6][CH2:7][CH2:8][CH2:9][CH2:10][CH2:11][CH3:12])([CH2:18][O:19][CH2:34][CH2:35][CH2:36][N:37]([CH3:39])[CH3:38])[CH2:16][O:17][CH2:34][CH2:35][CH2:36][N:37]([CH3:39])[CH3:38])[CH2:23][CH2:24][CH2:25][CH2:26][CH2:27][CH2:28][CH2:29][CH2:30][CH3:31], predict the reactants needed to synthesize it.